This data is from Catalyst prediction with 721,799 reactions and 888 catalyst types from USPTO. The task is: Predict which catalyst facilitates the given reaction. (1) Reactant: [F:1][C:2]([F:19])([F:18])[C:3]1[CH:4]=[C:5]([CH:15]=[CH:16][CH:17]=1)[O:6][C:7]1[CH:8]=[C:9]([CH:13]=[O:14])[CH:10]=[CH:11][CH:12]=1.CC(C)=[O:22].OS(O)(=O)=O.O=[Cr](=O)=O.C(O)(C)C. Product: [F:1][C:2]([F:18])([F:19])[C:3]1[CH:4]=[C:5]([CH:15]=[CH:16][CH:17]=1)[O:6][C:7]1[CH:8]=[C:9]([CH:10]=[CH:11][CH:12]=1)[C:13]([OH:22])=[O:14]. The catalyst class is: 21. (2) Reactant: [Br:1]N1C(=O)CCC1=O.OC(C(F)(F)F)=O.[F:16][C:17]1[CH:22]=[CH:21][N:20]=[C:19]([NH2:23])[CH:18]=1. Product: [Br:1][C:22]1[C:17]([F:16])=[CH:18][C:19]([NH2:23])=[N:20][CH:21]=1. The catalyst class is: 10.